Task: Regression. Given a peptide amino acid sequence and an MHC pseudo amino acid sequence, predict their binding affinity value. This is MHC class II binding data.. Dataset: Peptide-MHC class II binding affinity with 134,281 pairs from IEDB (1) The peptide sequence is GELQIVGKIDAAFKI. The MHC is DRB1_1302 with pseudo-sequence DRB1_1302. The binding affinity (normalized) is 0.621. (2) The MHC is H-2-IAb with pseudo-sequence H-2-IAb. The binding affinity (normalized) is 0.347. The peptide sequence is SFTKGNIKSSFLSQEY. (3) The binding affinity (normalized) is 0.471. The peptide sequence is DTFRKLFRVYSNFLR. The MHC is DRB1_0901 with pseudo-sequence DRB1_0901.